This data is from Reaction yield outcomes from USPTO patents with 853,638 reactions. The task is: Predict the reaction yield, written as a fraction of the theoretical maximum amount of product (1.0 means a 100% yield; for example, 0.34 means a 34% yield). (1) The reactants are [CH:1]1([N:6]2[C:10]3[N:11]=[CH:12][N:13]=[C:14]([NH2:15])[C:9]=3[C:8](I)=[CH:7]2)[CH2:5][CH2:4][CH2:3][CH2:2]1.CN1CCOCC1.[C:24]([O:28][C:29](=[O:38])[NH:30][C:31]1[CH:36]=[CH:35][CH:34]=[C:33]([SH:37])[CH:32]=1)([CH3:27])([CH3:26])[CH3:25]. The catalyst is [Cu]I.CN(C=O)C. The product is [C:24]([O:28][C:29](=[O:38])[NH:30][C:31]1[CH:36]=[CH:35][CH:34]=[C:33]([S:37][C:8]2[C:9]3[C:14]([NH2:15])=[N:13][CH:12]=[N:11][C:10]=3[N:6]([CH:1]3[CH2:5][CH2:4][CH2:3][CH2:2]3)[CH:7]=2)[CH:32]=1)([CH3:27])([CH3:25])[CH3:26]. The yield is 0.850. (2) The reactants are C([O:8][CH2:9][CH2:10][NH:11][S:12]([C:15]1[C:16]([OH:34])=[C:17]([NH:22][C:23]([NH:25][C:26]2[CH:31]=[CH:30][CH:29]=[C:28]([Cl:32])[C:27]=2[Cl:33])=[O:24])[CH:18]=[CH:19][C:20]=1[Cl:21])(=[O:14])=[O:13])C1C=CC=CC=1.I[Si](C)(C)C. The catalyst is ClCCl. The product is [OH:8][CH2:9][CH2:10][NH:11][S:12]([C:15]1[C:16]([OH:34])=[C:17]([NH:22][C:23]([NH:25][C:26]2[CH:31]=[CH:30][CH:29]=[C:28]([Cl:32])[C:27]=2[Cl:33])=[O:24])[CH:18]=[CH:19][C:20]=1[Cl:21])(=[O:14])=[O:13]. The yield is 0.370. (3) The reactants are [C:1]([C:3]1[CH:8]=[CH:7][CH:6]=[CH:5][N:4]=1)#[N:2].[Br:9][C:10]1[CH:11]=[C:12]([SH:19])[C:13](=[CH:17][CH:18]=1)[C:14](O)=[O:15]. The catalyst is N1C=CC=CC=1. The product is [Br:9][C:10]1[CH:18]=[CH:17][C:13]2[C:14](=[O:15])[N:2]=[C:1]([C:3]3[CH:8]=[CH:7][CH:6]=[CH:5][N:4]=3)[S:19][C:12]=2[CH:11]=1. The yield is 0.360.